From a dataset of Forward reaction prediction with 1.9M reactions from USPTO patents (1976-2016). Predict the product of the given reaction. (1) Given the reactants BrN1C(=O)C2C(=CC=CC=2)C1=O.[F:13][C:14]1[CH:19]=[CH:18][C:17]([C:20]2[N:25]=[CH:24][N:23]=[C:22]([NH:26][C:27]3[CH:32]=[CH:31][CH:30]=[C:29]([CH2:33][S:34][CH3:35])[CH:28]=3)[N:21]=2)=[C:16]([O:36][CH3:37])[CH:15]=1.[N:38]#[C:39][NH2:40].CC([O-])(C)C.[K+], predict the reaction product. The product is: [F:13][C:14]1[CH:19]=[CH:18][C:17]([C:20]2[N:25]=[CH:24][N:23]=[C:22]([NH:26][C:27]3[CH:28]=[C:29]([CH:30]=[CH:31][CH:32]=3)[CH2:33][SH2:34](=[N:40][C:39]#[N:38])[CH3:35])[N:21]=2)=[C:16]([O:36][CH3:37])[CH:15]=1. (2) Given the reactants C([O-])(=O)C.[O:5]=[C:6]1[C@H:9]([NH3+:10])[CH2:8][NH:7]1.CCN(CC)CC.[CH3:18][C:19]1([C:25](Cl)=[O:26])[CH2:24][CH2:23][CH2:22][CH2:21][CH2:20]1, predict the reaction product. The product is: [CH3:18][C:19]1([C:25]([NH:10][C@@H:9]2[CH2:8][NH:7][C:6]2=[O:5])=[O:26])[CH2:24][CH2:23][CH2:22][CH2:21][CH2:20]1. (3) Given the reactants [F:1][C:2]1[CH:3]=[C:4]([N:8]2[C:12]3([CH2:17][CH2:16][NH:15][C@@H:14]([CH3:18])[CH2:13]3)[CH2:11][NH:10][S:9]2(=[O:20])=[O:19])[CH:5]=[CH:6][CH:7]=1.[CH:21]([O:24][C:25]1[CH:26]=[C:27]([CH:30]=[CH:31][CH:32]=1)[CH:28]=O)([CH3:23])[CH3:22].C(O)(=O)C.C(O[BH-](OC(=O)C)OC(=O)C)(=O)C.[Na+], predict the reaction product. The product is: [F:1][C:2]1[CH:3]=[C:4]([N:8]2[C@:12]3([CH2:17][CH2:16][N:15]([CH2:28][C:27]4[CH:30]=[CH:31][CH:32]=[C:25]([O:24][CH:21]([CH3:23])[CH3:22])[CH:26]=4)[C@@H:14]([CH3:18])[CH2:13]3)[CH2:11][NH:10][S:9]2(=[O:20])=[O:19])[CH:5]=[CH:6][CH:7]=1.